Dataset: HIV replication inhibition screening data with 41,000+ compounds from the AIDS Antiviral Screen. Task: Binary Classification. Given a drug SMILES string, predict its activity (active/inactive) in a high-throughput screening assay against a specified biological target. (1) The compound is CC(=O)OCCn1cnc2nc(Nc3ccccc3)nc(Cl)c21. The result is 0 (inactive). (2) The drug is O=C(NC1C=Nc2ccccc2NC1=O)c1ccccc1Cl. The result is 0 (inactive). (3) The compound is NN=C(C(=O)Nc1ccc(Cl)cc1Cl)C(c1cnc2ccccc2n1)[N+](=O)[O-]. The result is 0 (inactive). (4) The molecule is O=c1n(-c2ccccc2)c(=O)n2n1C1CC3c4ccccc4C1C2C31CC1. The result is 0 (inactive). (5) The compound is CN1CCN=C1c1ccc(NC(=O)c2ccc(C(=O)Nc3ccc(C4=NCCN4C)cc3)cc2)cc1. The result is 0 (inactive). (6) The compound is N#CCc1c(C2(c3ccncc3)OCCO2)[nH]c2ccccc12. The result is 0 (inactive).